From a dataset of Full USPTO retrosynthesis dataset with 1.9M reactions from patents (1976-2016). Predict the reactants needed to synthesize the given product. (1) Given the product [CH3:1][O:2][C:3]1[CH:4]=[CH:5][C:6]([C:9]2[S:13][C:12]([C:14]([OH:16])=[O:15])=[C:11]([C:18]3[CH:23]=[CH:22][C:21]([S:24](=[O:27])(=[O:26])[NH2:25])=[CH:20][CH:19]=3)[C:10]=2[CH3:28])=[CH:7][CH:8]=1, predict the reactants needed to synthesize it. The reactants are: [CH3:1][O:2][C:3]1[CH:8]=[CH:7][C:6]([C:9]2[S:13][C:12]([C:14]([O:16]C)=[O:15])=[C:11]([C:18]3[CH:23]=[CH:22][C:21]([S:24](=[O:27])(=[O:26])[NH2:25])=[CH:20][CH:19]=3)[C:10]=2[CH3:28])=[CH:5][CH:4]=1.[OH-].[Na+].Cl. (2) Given the product [CH3:10][C:11]1[CH:12]=[CH:13][C:14]([O:15][C:16]2[CH:21]=[CH:20][C:19]([C:22]3[C:23]4=[N:28][S:4](=[O:6])(=[O:5])[CH2:3][CH2:2][N:24]4[CH:25]=[CH:26][CH:27]=3)=[CH:18][CH:17]=2)=[CH:29][CH:30]=1, predict the reactants needed to synthesize it. The reactants are: Cl[CH2:2][CH2:3][S:4](Cl)(=[O:6])=[O:5].[H-].[Na+].[CH3:10][C:11]1[CH:30]=[CH:29][C:14]([O:15][C:16]2[CH:21]=[CH:20][C:19]([C:22]3[C:23]([NH2:28])=[N:24][CH:25]=[CH:26][CH:27]=3)=[CH:18][CH:17]=2)=[CH:13][CH:12]=1. (3) Given the product [Br:1][C:2]1[O:3][C:4]([C:11]([NH:14][C:15]2[CH:20]=[N:19][C:18]([N:21]3[CH2:22][CH2:23][N:24]([C:27](=[O:28])[NH:29][C:30]4[CH:35]=[CH:34][CH:33]=[CH:32][C:31]=4[F:36])[CH2:25][CH2:26]3)=[CH:17][CH:16]=2)=[O:12])=[C:5]([C:7]([F:10])([F:9])[F:8])[N:6]=1, predict the reactants needed to synthesize it. The reactants are: [Br:1][C:2]1[O:3][C:4]([C:11](Cl)=[O:12])=[C:5]([C:7]([F:10])([F:9])[F:8])[N:6]=1.[NH2:14][C:15]1[CH:16]=[CH:17][C:18]([N:21]2[CH2:26][CH2:25][N:24]([C:27]([NH:29][C:30]3[CH:35]=[CH:34][CH:33]=[CH:32][C:31]=3[F:36])=[O:28])[CH2:23][CH2:22]2)=[N:19][CH:20]=1.C(N(CC)CC)C. (4) Given the product [C:13]1([C:19]2[N:24]=[CH:23][C:22]([C:25]3[CH:26]=[N:27][N:28]4[C:11]([NH2:12])=[C:10]5[CH2:9][CH2:8][C:3]6([S:7][CH2:6][CH2:5][S:4]6)[C:2]5=[N:30][C:29]=34)=[CH:21][CH:20]=2)[CH:14]=[CH:15][CH:16]=[CH:17][CH:18]=1, predict the reactants needed to synthesize it. The reactants are: O=[C:2]1[CH:10]([C:11]#[N:12])[CH2:9][CH2:8][C:3]21[S:7][CH2:6][CH2:5][S:4]2.[C:13]1([C:19]2[N:24]=[CH:23][C:22]([C:25]3[CH:26]=[N:27][NH:28][C:29]=3[NH2:30])=[CH:21][CH:20]=2)[CH:18]=[CH:17][CH:16]=[CH:15][CH:14]=1. (5) Given the product [F:1][C:2]([CH3:35])([CH3:34])[CH2:3][N:4]1[CH2:9][CH2:8][CH:7]([CH2:10][O:11][C:12]2[CH:17]=[CH:16][C:15]([C:18]3[C:23]([C:64]([N:62]4[CH2:63][CH2:39][CH2:38][C@@H:61]4[C:58]([NH2:54])=[O:51])=[O:65])=[CH:22][CH:21]=[CH:20][CH:19]=3)=[CH:14][CH:13]=2)[CH2:6][CH2:5]1, predict the reactants needed to synthesize it. The reactants are: [F:1][C:2]([CH3:35])([CH3:34])[CH2:3][N:4]1[CH2:9][CH2:8][CH:7]([CH2:10][O:11][C:12]2[CH:17]=[CH:16][C:15]([C:18]3[C:19](C(N4CCC[C@@H]4C(O)=O)=O)=[CH:20][CH:21]=[CH:22][CH:23]=3)=[CH:14][CH:13]=2)[CH2:6][CH2:5]1.[NH4+].[Cl-].[CH2:38](Cl)[CH2:39]Cl.C1C=CC2N([OH:51])N=NC=2C=1.CC[N:54]([CH:58](C)C)C(C)C.[CH3:61][N:62]([CH:64]=[O:65])[CH3:63].